Dataset: Full USPTO retrosynthesis dataset with 1.9M reactions from patents (1976-2016). Task: Predict the reactants needed to synthesize the given product. Given the product [CH3:25][O:24][C:5]1[C:4]2[N:3]=[C:2]([NH:26][C:27]3[CH:37]=[CH:36][C:30]4[O:31][CH2:32][C:33](=[O:35])[NH:34][C:29]=4[CH:28]=3)[C:11]3=[N:12][NH:13][CH:14]=[C:10]3[C:9]=2[CH:8]=[CH:7][CH:6]=1, predict the reactants needed to synthesize it. The reactants are: Cl[C:2]1[C:11]2=[N:12][N:13](CC3C=CC(OC)=CC=3)[CH:14]=[C:10]2[C:9]2[CH:8]=[CH:7][CH:6]=[C:5]([O:24][CH3:25])[C:4]=2[N:3]=1.[NH2:26][C:27]1[CH:37]=[CH:36][C:30]2[O:31][CH2:32][C:33](=[O:35])[NH:34][C:29]=2[CH:28]=1.Cl.